The task is: Predict the reaction yield, written as a fraction of the theoretical maximum amount of product (1.0 means a 100% yield; for example, 0.34 means a 34% yield).. This data is from Reaction yield outcomes from USPTO patents with 853,638 reactions. (1) The reactants are [Li]CCCC.[CH2:6]([C:8]1[O:9][CH:10]=[CH:11][CH:12]=1)[CH3:7].[CH2:13]1[O:15][CH2:14]1.[NH4+].[Cl-]. The catalyst is C1COCC1. The product is [CH2:6]([C:8]1[O:9][C:10]([CH2:13][CH2:14][OH:15])=[CH:11][CH:12]=1)[CH3:7]. The yield is 0.802. (2) The reactants are O[CH2:2][CH2:3][CH:4]1[S:8][C:7]([C:9]2[NH:10][C:11]3[C:16]([CH:17]=2)=[CH:15][CH:14]=[CH:13][C:12]=3[N:18]([CH3:27])[S:19]([C:22]2[S:23][CH:24]=[CH:25][CH:26]=2)(=[O:21])=[O:20])=[N:6][CH2:5]1.[C:28]1(=[O:34])[NH:32][C:31](=[O:33])[CH2:30][CH2:29]1.C1(P(C2C=CC=CC=2)C2C=CC=CC=2)C=CC=CC=1.N(C(OCC)=O)=NC(OCC)=O. The yield is 0.300. The catalyst is O1CCCC1.C1(C)C=CC=CC=1. The product is [O:34]=[C:28]1[CH2:29][CH2:30][C:31](=[O:33])[N:32]1[CH2:2][CH2:3][CH:4]1[S:8][C:7]([C:9]2[NH:10][C:11]3[C:16]([CH:17]=2)=[CH:15][CH:14]=[CH:13][C:12]=3[N:18]([CH3:27])[S:19]([C:22]2[S:23][CH:24]=[CH:25][CH:26]=2)(=[O:21])=[O:20])=[N:6][CH2:5]1. (3) The reactants are Br[C:2]1[CH:10]=[CH:9][CH:8]=[C:7]2[C:3]=1[CH:4]=[CH:5][N:6]2[S:11]([C:14]1[CH:19]=[CH:18][CH:17]=[CH:16][C:15]=1[CH3:20])(=[O:13])=[O:12].[CH3:21][CH:22]1[NH:27][CH2:26][CH2:25][NH:24][CH2:23]1. No catalyst specified. The product is [CH3:21][CH:22]1[NH:27][CH2:26][CH2:25][N:24]([C:2]2[CH:10]=[CH:9][CH:8]=[C:7]3[C:3]=2[CH:4]=[CH:5][N:6]3[S:11]([C:14]2[CH:19]=[CH:18][CH:17]=[CH:16][C:15]=2[CH3:20])(=[O:13])=[O:12])[CH2:23]1. The yield is 0.380.